Task: Regression. Given two drug SMILES strings and cell line genomic features, predict the synergy score measuring deviation from expected non-interaction effect.. Dataset: NCI-60 drug combinations with 297,098 pairs across 59 cell lines (1) Drug 1: C1=CC=C(C=C1)NC(=O)CCCCCCC(=O)NO. Drug 2: B(C(CC(C)C)NC(=O)C(CC1=CC=CC=C1)NC(=O)C2=NC=CN=C2)(O)O. Cell line: NCI/ADR-RES. Synergy scores: CSS=60.0, Synergy_ZIP=-3.76, Synergy_Bliss=-1.38, Synergy_Loewe=-3.05, Synergy_HSA=0.559. (2) Drug 1: C(=O)(N)NO. Drug 2: C1=NC2=C(N=C(N=C2N1C3C(C(C(O3)CO)O)F)Cl)N. Cell line: UACC62. Synergy scores: CSS=-1.58, Synergy_ZIP=0.676, Synergy_Bliss=0.364, Synergy_Loewe=-1.16, Synergy_HSA=-1.12. (3) Drug 1: C1=CC(=CC=C1CCCC(=O)O)N(CCCl)CCCl. Drug 2: C1=CC=C(C=C1)NC(=O)CCCCCCC(=O)NO. Cell line: M14. Synergy scores: CSS=2.55, Synergy_ZIP=-7.44, Synergy_Bliss=-5.10, Synergy_Loewe=-9.93, Synergy_HSA=-6.64. (4) Drug 1: CC=C1C(=O)NC(C(=O)OC2CC(=O)NC(C(=O)NC(CSSCCC=C2)C(=O)N1)C(C)C)C(C)C. Drug 2: CCC1=C2CN3C(=CC4=C(C3=O)COC(=O)C4(CC)O)C2=NC5=C1C=C(C=C5)O. Cell line: SW-620. Synergy scores: CSS=58.8, Synergy_ZIP=-1.51, Synergy_Bliss=-1.45, Synergy_Loewe=-0.603, Synergy_HSA=1.96. (5) Drug 1: C1=CC(=CC=C1CCCC(=O)O)N(CCCl)CCCl. Drug 2: CC1CCCC2(C(O2)CC(NC(=O)CC(C(C(=O)C(C1O)C)(C)C)O)C(=CC3=CSC(=N3)C)C)C. Cell line: U251. Synergy scores: CSS=23.2, Synergy_ZIP=-13.6, Synergy_Bliss=-8.81, Synergy_Loewe=-8.08, Synergy_HSA=-7.96. (6) Drug 1: COC1=NC(=NC2=C1N=CN2C3C(C(C(O3)CO)O)O)N. Drug 2: CC1=C2C(C(=O)C3(C(CC4C(C3C(C(C2(C)C)(CC1OC(=O)C(C(C5=CC=CC=C5)NC(=O)C6=CC=CC=C6)O)O)OC(=O)C7=CC=CC=C7)(CO4)OC(=O)C)O)C)OC(=O)C. Cell line: HS 578T. Synergy scores: CSS=-2.57, Synergy_ZIP=-5.94, Synergy_Bliss=-10.8, Synergy_Loewe=-41.2, Synergy_HSA=-14.9. (7) Drug 1: CN1C(=O)N2C=NC(=C2N=N1)C(=O)N. Drug 2: CC(C)NC(=O)C1=CC=C(C=C1)CNNC.Cl. Cell line: SW-620. Synergy scores: CSS=14.1, Synergy_ZIP=-3.50, Synergy_Bliss=0.260, Synergy_Loewe=-1.80, Synergy_HSA=0.0372.